This data is from Full USPTO retrosynthesis dataset with 1.9M reactions from patents (1976-2016). The task is: Predict the reactants needed to synthesize the given product. (1) Given the product [CH3:19][NH:18][C:16]([NH:15][C:6]1[S:7][C:8]([C:9]2[CH:14]=[CH:13][N:12]=[CH:11][CH:10]=2)=[C:4]([CH3:3])[N:5]=1)=[O:17], predict the reactants needed to synthesize it. The reactants are: CN.[CH3:3][C:4]1[N:5]=[C:6]([NH:15][C:16]([N:18]2C=CN=[CH:19]2)=[O:17])[S:7][C:8]=1[C:9]1[CH:14]=[CH:13][N:12]=[CH:11][CH:10]=1. (2) Given the product [Cl:54][C:55]1[CH:56]=[C:57]([C:58]2[N:60]=[C:17]([C:13]3[CH:14]=[C:15]4[C:10](=[CH:11][CH:12]=3)[CH2:9][N:8]([C:6]([O:5][C:1]([CH3:2])([CH3:3])[CH3:4])=[O:7])[CH2:16]4)[O:19][N:59]=2)[CH:62]=[CH:63][C:64]=1[O:65][CH:66]([CH3:68])[CH3:67], predict the reactants needed to synthesize it. The reactants are: [C:1]([O:5][C:6]([N:8]1[CH2:16][C:15]2[C:10](=[CH:11][CH:12]=[C:13]([C:17]([OH:19])=O)[CH:14]=2)[CH2:9]1)=[O:7])([CH3:4])([CH3:3])[CH3:2].C1C=CC2N(O)N=NC=2C=1.C1CCC(N=C=NC2CCCCC2)CC1.CCN(C(C)C)C(C)C.[Cl:54][C:55]1[CH:56]=[C:57]([CH:62]=[CH:63][C:64]=1[O:65][CH:66]([CH3:68])[CH3:67])/[C:58](=[N:60]/O)/[NH2:59]. (3) The reactants are: [Si:1]([O:8][CH2:9][CH:10]1[CH2:15][CH2:14][C:13]([C:17]2[C:25]3[C:20](=[CH:21][CH:22]=[CH:23][C:24]=3[F:26])[NH:19][N:18]=2)([CH3:16])[CH2:12][CH2:11]1)([C:4]([CH3:7])([CH3:6])[CH3:5])([CH3:3])[CH3:2].[H-].[Na+].[Cl:29][C:30]1[CH:38]=[CH:37][CH:36]=[C:35]([C:39]([F:42])([F:41])[F:40])[C:31]=1[C:32](Cl)=[O:33].O. Given the product [Si:1]([O:8][CH2:9][CH:10]1[CH2:11][CH2:12][C:13]([C:17]2[C:25]3[C:20](=[CH:21][CH:22]=[CH:23][C:24]=3[F:26])[N:19]([C:32]([C:31]3[C:35]([C:39]([F:40])([F:41])[F:42])=[CH:36][CH:37]=[CH:38][C:30]=3[Cl:29])=[O:33])[N:18]=2)([CH3:16])[CH2:14][CH2:15]1)([C:4]([CH3:5])([CH3:6])[CH3:7])([CH3:3])[CH3:2], predict the reactants needed to synthesize it. (4) Given the product [CH2:2]([NH2:1])[C:3]1[CH:8]=[CH:7][CH:6]=[CH:5][CH:4]=1.[CH:2](=[N:1][CH2:2][C:3]1[CH:8]=[CH:7][CH:6]=[CH:5][CH:4]=1)[C:3]1[CH:8]=[CH:7][CH:6]=[CH:5][CH:4]=1.[CH2:2]([OH:9])[C:3]1[CH:8]=[CH:7][CH:6]=[CH:5][CH:4]=1, predict the reactants needed to synthesize it. The reactants are: [NH3:1].[CH2:2]([OH:9])[C:3]1[CH:8]=[CH:7][CH:6]=[CH:5][CH:4]=1. (5) Given the product [C:26]12([CH2:36][O:37][C:38]3[C:50]([CH:22]4[CH2:23][CH2:18][CH2:24]4)=[CH:49][C:41]([C:42]([O:44][C:45]([CH3:48])([CH3:47])[CH3:46])=[O:43])=[C:40]([F:52])[CH:39]=3)[CH2:35][CH:30]3[CH2:31][CH:32]([CH2:34][CH:28]([CH2:29]3)[CH2:27]1)[CH2:33]2, predict the reactants needed to synthesize it. The reactants are: ClC1C(OC[C:18]2([C:24]#N)[CH2:23][CH2:22]CCC2)=CC(F)=C(C=1)C(OC(C)(C)C)=O.[C:26]12([CH2:36][O:37][C:38]3[C:50](Cl)=[CH:49][C:41]([C:42]([O:44][C:45]([CH3:48])([CH3:47])[CH3:46])=[O:43])=[C:40]([F:52])[CH:39]=3)[CH2:35][CH:30]3[CH2:31][CH:32]([CH2:34][CH:28]([CH2:29]3)[CH2:27]1)[CH2:33]2.C1(B(O)O)CC1.C1(B(O)O)CCC1.F[B-](F)(F)F.C1(P(C2CCCCC2)C2CCCCC2)CCCCC1.C1(P(C2CCCCC2)C2C=CC=CC=2C2C(OC(C)C)=CC=CC=2OC(C)C)CCCCC1. (6) Given the product [OH:12][C:7]1[CH:8]=[C:9]2[C:4](=[CH:5][CH:6]=1)[N:3]=[C:2]([C:21]1[CH2:26][CH2:25][CH:24]([C:27]([O:29][CH3:30])=[O:28])[CH2:23][CH:22]=1)[CH:11]=[CH:10]2, predict the reactants needed to synthesize it. The reactants are: Cl[C:2]1[CH:11]=[CH:10][C:9]2[C:4](=[CH:5][CH:6]=[C:7]([OH:12])[CH:8]=2)[N:3]=1.CC1(C)C(C)(C)OB([C:21]2[CH2:26][CH2:25][CH:24]([C:27]([O:29][CH3:30])=[O:28])[CH2:23][CH:22]=2)O1.